This data is from Forward reaction prediction with 1.9M reactions from USPTO patents (1976-2016). The task is: Predict the product of the given reaction. (1) Given the reactants [CH3:1][O:2][CH:3]([C:12]1[CH:17]=[CH:16][C:15]([O:18][CH3:19])=[CH:14][CH:13]=1)[CH2:4][CH:5]=[CH:6][CH:7]=[CH:8][C:9](Cl)=[O:10].[C:20]1([NH2:27])[CH:25]=[CH:24][CH:23]=[CH:22][C:21]=1[NH2:26].CN1CCOCC1, predict the reaction product. The product is: [NH2:26][C:21]1[CH:22]=[CH:23][CH:24]=[CH:25][C:20]=1[NH:27][C:9](=[O:10])[CH:8]=[CH:7][CH:6]=[CH:5][CH2:4][CH:3]([O:2][CH3:1])[C:12]1[CH:17]=[CH:16][C:15]([O:18][CH3:19])=[CH:14][CH:13]=1. (2) Given the reactants [H-].[Na+].[CH:3]([O:6][C:7]([N:9]1[C:18]2[C:13](=[CH:14][C:15]([C:19]([F:22])([F:21])[F:20])=[CH:16][CH:17]=2)[C@@H:12]([NH:23][CH2:24][C:25]2[CH:30]=[C:29]([C:31]([F:34])([F:33])[F:32])[CH:28]=[C:27]([C:35]([F:38])([F:37])[F:36])[CH:26]=2)[CH2:11][C@H:10]1[CH2:39][CH3:40])=[O:8])([CH3:5])[CH3:4].[CH3:41][N:42](C)C=O.N#CBr, predict the reaction product. The product is: [CH:3]([O:6][C:7]([N:9]1[C:18]2[C:13](=[CH:14][C:15]([C:19]([F:20])([F:21])[F:22])=[CH:16][CH:17]=2)[C@@H:12]([N:23]([CH2:24][C:25]2[CH:26]=[C:27]([C:35]([F:38])([F:36])[F:37])[CH:28]=[C:29]([C:31]([F:32])([F:33])[F:34])[CH:30]=2)[C:41]#[N:42])[CH2:11][C@H:10]1[CH2:39][CH3:40])=[O:8])([CH3:5])[CH3:4]. (3) Given the reactants [OH-].[K+].[CH2:3]1COC[CH2:4]1.[CH:8]1[C:16]2[C:15]3[CH:17]=[CH:18][CH:19]=[CH:20][C:14]=3[O:13][C:12]=2[C:11](B(O)O)=[CH:10][CH:9]=1.C1(P(C2C=CC=CC=2)C2C=CC=CC=2)C=CC=CC=1, predict the reaction product. The product is: [CH:3]([C:11]1[C:12]2[O:13][C:14]3[CH:20]=[CH:19][CH:18]=[CH:17][C:15]=3[C:16]=2[CH:8]=[CH:9][CH:10]=1)=[CH2:4].